Dataset: Forward reaction prediction with 1.9M reactions from USPTO patents (1976-2016). Task: Predict the product of the given reaction. (1) Given the reactants [CH:1]([C@@H:4]1[CH2:8][C@@H:7]([C@@H:9]([N:44]=[N+]=[N-])[CH2:10][C@@H:11]([CH:41]([CH3:43])[CH3:42])[CH:12](OC(=O)C)[C:13]2[CH:18]=[CH:17][C:16]([O:19][CH2:20][CH2:21][CH2:22][O:23]CC3C=CC=CC=3)=[C:15]([O:31][CH2:32][CH2:33][CH2:34][O:35][CH3:36])[CH:14]=2)[O:6][C:5]1=[O:47])([CH3:3])[CH3:2], predict the reaction product. The product is: [CH:1]([C@@H:4]1[CH2:8][C@@H:7]([C@@H:9]([NH2:44])[CH2:10][C@@H:11]([CH:41]([CH3:43])[CH3:42])[CH2:12][C:13]2[CH:18]=[CH:17][C:16]([O:19][CH2:20][CH2:21][CH2:22][OH:23])=[C:15]([O:31][CH2:32][CH2:33][CH2:34][O:35][CH3:36])[CH:14]=2)[O:6][C:5]1=[O:47])([CH3:3])[CH3:2]. (2) The product is: [Cl:36][C:37]1[CH:44]=[CH:43][CH:42]=[C:41]([Cl:45])[C:38]=1[CH2:39][C:2]1[CH:3]=[C:4]([NH:13][C:14]2[CH:19]=[CH:18][C:17]([N:20]3[CH2:25][CH2:24][N:23]([C:26]([O:28][C:29]([CH3:32])([CH3:31])[CH3:30])=[O:27])[CH2:22][CH2:21]3)=[CH:16][C:15]=2[O:33][CH3:34])[C:5]2[C:10](=[O:11])[NH:9][CH:8]=[N:7][C:6]=2[N:12]=1. Given the reactants Cl[C:2]1[CH:3]=[C:4]([NH:13][C:14]2[CH:19]=[CH:18][C:17]([N:20]3[CH2:25][CH2:24][N:23]([C:26]([O:28][C:29]([CH3:32])([CH3:31])[CH3:30])=[O:27])[CH2:22][CH2:21]3)=[CH:16][C:15]=2[O:33][CH3:34])[C:5]2[C:10](=[O:11])[NH:9][CH:8]=[N:7][C:6]=2[N:12]=1.[Br-].[Cl:36][C:37]1[CH:44]=[CH:43][CH:42]=[C:41]([Cl:45])[C:38]=1[CH2:39][Zn+].[Cl-].[NH4+], predict the reaction product. (3) Given the reactants [H-].[Na+].[OH:3][CH2:4][CH2:5][O:6][CH2:7][CH2:8][OH:9].I[CH2:11][CH2:12][C:13]12[CH2:22][CH:17]3[CH2:18][CH:19]([CH2:21][CH:15]([CH2:16]3)[CH2:14]1)[CH2:20]2, predict the reaction product. The product is: [C:13]12([CH2:12][CH2:11][O:3][CH2:4][CH2:5][O:6][CH2:7][CH2:8][OH:9])[CH2:14][CH:15]3[CH2:21][CH:19]([CH2:18][CH:17]([CH2:16]3)[CH2:22]1)[CH2:20]2. (4) Given the reactants [CH3:1]C(OC(=O)C1C=CC=CC=1OCCN)C.[NH:17]1[C:25]2[C:20](=[CH:21][CH:22]=[CH:23][CH:24]=2)[CH2:19][C@H:18]1[C:26]([OH:28])=[O:27].[F:29][C:30]1[CH:35]=[CH:34][C:33]([C:36]2[CH:41]=[CH:40][C:39]([S:42](Cl)(=[O:44])=[O:43])=[CH:38][CH:37]=2)=[CH:32][CH:31]=1.CN1CCOCC1, predict the reaction product. The product is: [CH3:1][O:27][C:26]([C@@H:18]1[CH2:19][C:20]2[C:25](=[CH:24][CH:23]=[CH:22][CH:21]=2)[N:17]1[S:42]([C:39]1[CH:40]=[CH:41][C:36]([C:33]2[CH:34]=[CH:35][C:30]([F:29])=[CH:31][CH:32]=2)=[CH:37][CH:38]=1)(=[O:44])=[O:43])=[O:28]. (5) Given the reactants FC(F)(F)S(O[C:7]1[C:11]2[CH2:12][N:13]([C:16](=[O:25])[NH:17][C:18]3[CH:23]=[CH:22][CH:21]=[C:20]([Cl:24])[CH:19]=3)[CH2:14][CH2:15][C:10]=2[NH:9][N:8]=1)(=O)=O.[F:28][C:29]1[CH:34]=[CH:33][CH:32]=[CH:31][C:30]=1B(O)O.[O-]P([O-])([O-])=O.[K+].[K+].[K+].O, predict the reaction product. The product is: [Cl:24][C:20]1[CH:19]=[C:18]([NH:17][C:16]([N:13]2[CH2:14][CH2:15][C:10]3[NH:9][N:8]=[C:7]([C:30]4[CH:31]=[CH:32][CH:33]=[CH:34][C:29]=4[F:28])[C:11]=3[CH2:12]2)=[O:25])[CH:23]=[CH:22][CH:21]=1. (6) Given the reactants [CH:1](=[O:12])[CH:2]=[CH:3][CH:4]=[CH:5][CH2:6][CH2:7][CH:8]=[CH:9][CH2:10][CH3:11].[OH-:13].[Na+], predict the reaction product. The product is: [C:1]([OH:13])(=[O:12])[CH:2]=[CH:3][CH:4]=[CH:5][CH2:6][CH2:7][CH:8]=[CH:9][CH2:10][CH3:11]. (7) Given the reactants [F:1][C:2]1[CH:12]=[CH:11][CH:10]=[CH:9][C:3]=1[CH:4]=[CH:5][C:6](O)=[O:7].CCN=C=NCCC[N:21]([CH3:23])C.Cl.C(N(CC)CC)C.N[O:33][CH3:34].Cl, predict the reaction product. The product is: [F:1][C:2]1[CH:12]=[CH:11][CH:10]=[CH:9][C:3]=1[CH:4]=[CH:5][C:6]([N:21]([O:33][CH3:34])[CH3:23])=[O:7]. (8) Given the reactants [CH3:1][C:2]1[C:6]2[C:7](=[O:20])[N:8]([CH2:12][CH2:13][N:14]3[CH2:19][CH2:18][O:17][CH2:16][CH2:15]3)[CH2:9][CH2:10][CH2:11][C:5]=2[NH:4][C:3]=1[CH:21]=O.[F:23][C:24]1[CH:25]=[C:26]2[C:30](=[CH:31][C:32]=1[NH:33][CH2:34][C:35]1[CH:40]=[CH:39][C:38]([F:41])=[CH:37][CH:36]=1)[NH:29][C:28](=[O:42])[CH2:27]2, predict the reaction product. The product is: [F:23][C:24]1[CH:25]=[C:26]2[C:30](=[CH:31][C:32]=1[NH:33][CH2:34][C:35]1[CH:40]=[CH:39][C:38]([F:41])=[CH:37][CH:36]=1)[NH:29][C:28](=[O:42])/[C:27]/2=[CH:21]\[C:3]1[NH:4][C:5]2[CH2:11][CH2:10][CH2:9][N:8]([CH2:12][CH2:13][N:14]3[CH2:15][CH2:16][O:17][CH2:18][CH2:19]3)[C:7](=[O:20])[C:6]=2[C:2]=1[CH3:1].